From a dataset of Forward reaction prediction with 1.9M reactions from USPTO patents (1976-2016). Predict the product of the given reaction. Given the reactants ClC1C(C(NCC23CC4CC(CC(C4)C2)C3)=O)=CC(C2C=CC=CC=2C(OCC)=O)=NC=1.Br[C:34]1[C:39]([Br:40])=[CH:38][C:37]([F:41])=[CH:36][N:35]=1.[NH:42]1[CH2:51][CH2:50][CH:45]([C:46]([O:48][CH3:49])=[O:47])[CH2:44][CH2:43]1, predict the reaction product. The product is: [Br:40][C:39]1[C:34]([N:42]2[CH2:51][CH2:50][CH:45]([C:46]([O:48][CH3:49])=[O:47])[CH2:44][CH2:43]2)=[N:35][CH:36]=[C:37]([F:41])[CH:38]=1.